This data is from NCI-60 drug combinations with 297,098 pairs across 59 cell lines. The task is: Regression. Given two drug SMILES strings and cell line genomic features, predict the synergy score measuring deviation from expected non-interaction effect. (1) Drug 2: C(CCl)NC(=O)N(CCCl)N=O. Synergy scores: CSS=31.1, Synergy_ZIP=2.44, Synergy_Bliss=9.16, Synergy_Loewe=-7.93, Synergy_HSA=10.2. Cell line: A549. Drug 1: C1=NC2=C(N=C(N=C2N1C3C(C(C(O3)CO)O)F)Cl)N. (2) Drug 1: C1=CC=C(C(=C1)C(C2=CC=C(C=C2)Cl)C(Cl)Cl)Cl. Drug 2: CC1C(C(CC(O1)OC2CC(CC3=C2C(=C4C(=C3O)C(=O)C5=CC=CC=C5C4=O)O)(C(=O)C)O)N)O. Cell line: LOX IMVI. Synergy scores: CSS=57.2, Synergy_ZIP=-1.28, Synergy_Bliss=0.839, Synergy_Loewe=3.57, Synergy_HSA=4.48. (3) Drug 1: C1CCN(CC1)CCOC2=CC=C(C=C2)C(=O)C3=C(SC4=C3C=CC(=C4)O)C5=CC=C(C=C5)O. Drug 2: CC1=C(N=C(N=C1N)C(CC(=O)N)NCC(C(=O)N)N)C(=O)NC(C(C2=CN=CN2)OC3C(C(C(C(O3)CO)O)O)OC4C(C(C(C(O4)CO)O)OC(=O)N)O)C(=O)NC(C)C(C(C)C(=O)NC(C(C)O)C(=O)NCCC5=NC(=CS5)C6=NC(=CS6)C(=O)NCCC[S+](C)C)O. Cell line: A498. Synergy scores: CSS=0.381, Synergy_ZIP=-2.17, Synergy_Bliss=-5.62, Synergy_Loewe=-3.47, Synergy_HSA=-3.89. (4) Drug 1: CN1C(=O)N2C=NC(=C2N=N1)C(=O)N. Drug 2: C(CN)CNCCSP(=O)(O)O. Cell line: MDA-MB-435. Synergy scores: CSS=-7.39, Synergy_ZIP=4.43, Synergy_Bliss=0.755, Synergy_Loewe=-7.21, Synergy_HSA=-7.62. (5) Drug 1: CN(C)C1=NC(=NC(=N1)N(C)C)N(C)C. Drug 2: CCC1(CC2CC(C3=C(CCN(C2)C1)C4=CC=CC=C4N3)(C5=C(C=C6C(=C5)C78CCN9C7C(C=CC9)(C(C(C8N6C)(C(=O)OC)O)OC(=O)C)CC)OC)C(=O)OC)O.OS(=O)(=O)O. Cell line: BT-549. Synergy scores: CSS=20.5, Synergy_ZIP=0.780, Synergy_Bliss=-2.04, Synergy_Loewe=-50.4, Synergy_HSA=-6.27.